Dataset: M1 muscarinic receptor agonist screen with 61,833 compounds. Task: Binary Classification. Given a drug SMILES string, predict its activity (active/inactive) in a high-throughput screening assay against a specified biological target. (1) The compound is Clc1cc(NC(=O)c2ccc(S(=O)(=O)N3CCCCCC3)cc2)c(N2CCN(CC2)C)cc1. The result is 0 (inactive). (2) The drug is o1nc(nc1c1c(C(=O)Nc2c(OC)cccc2)cccc1)c1c(OC)cccc1. The result is 1 (active). (3) The drug is S1C(=O)C(/N(CC)C1=S)=c1\cc(n(c(c1)C)CCO)C. The result is 0 (inactive).